From a dataset of Catalyst prediction with 721,799 reactions and 888 catalyst types from USPTO. Predict which catalyst facilitates the given reaction. (1) The catalyst class is: 30. Reactant: [CH2:1]([OH:4])[CH2:2][OH:3].CC(C)([O-])C.[K+].[C:11]([N:15]1[C:20](=[O:21])[C:19]([Cl:22])=[C:18]([O:23][CH2:24][C:25]2[CH:34]=[CH:33][C:28]([C:29](OC)=[O:30])=[CH:27][CH:26]=2)[CH:17]=[N:16]1)([CH3:14])([CH3:13])[CH3:12]. Product: [C:11]([N:15]1[C:20](=[O:21])[C:19]([Cl:22])=[C:18]([O:23][CH2:24][C:25]2[CH:26]=[CH:27][C:28]([C:29]([O:3][CH2:2][CH2:1][OH:4])=[O:30])=[CH:33][CH:34]=2)[CH:17]=[N:16]1)([CH3:14])([CH3:12])[CH3:13]. (2) Reactant: [C:1]([N:4]1[C:13]2[C:8](=[CH:9][C:10]([C:14]([OH:16])=O)=[CH:11][CH:12]=2)[C@H:7]([NH:17][C:18]2[CH:23]=[CH:22][CH:21]=[CH:20][N:19]=2)[C@@H:6]([CH3:24])[C@@H:5]1[CH:25]1[CH2:27][CH2:26]1)(=[O:3])[CH3:2].C[N:29](C(ON1N=NC2C=CC=NC1=2)=[N+](C)C)C.F[P-](F)(F)(F)(F)F.[Cl-].[NH4+].CCN(C(C)C)C(C)C. Product: [C:1]([N:4]1[C:13]2[C:8](=[CH:9][C:10]([C:14]([NH2:29])=[O:16])=[CH:11][CH:12]=2)[C@H:7]([NH:17][C:18]2[CH:23]=[CH:22][CH:21]=[CH:20][N:19]=2)[C@@H:6]([CH3:24])[C@@H:5]1[CH:25]1[CH2:26][CH2:27]1)(=[O:3])[CH3:2]. The catalyst class is: 9. (3) Product: [Cl:16][C:17]1[CH:22]=[CH:21][C:20]([NH:23][C:24](=[O:25])[NH:2][CH2:3][C:4]#[C:5][C:6]2[CH:15]=[CH:14][C:9]([C:10]([O:12][CH3:13])=[O:11])=[CH:8][CH:7]=2)=[CH:19][CH:18]=1. Reactant: Cl.[NH2:2][CH2:3][C:4]#[C:5][C:6]1[CH:15]=[CH:14][C:9]([C:10]([O:12][CH3:13])=[O:11])=[CH:8][CH:7]=1.[Cl:16][C:17]1[CH:22]=[CH:21][C:20]([N:23]=[C:24]=[O:25])=[CH:19][CH:18]=1.C(N(CC)CC)C. The catalyst class is: 56. (4) Reactant: [OH:1][C:2]1[CH:7]=[CH:6][CH:5]=[CH:4][C:3]=1[C:8]([F:11])([F:10])[F:9].[C:12](=[O:15])([O-])[O-].[K+].[K+].Cl[C:19]1[N:24]=[C:23](Cl)[N:22]=[C:21]([NH:26][C:27]2[CH:32]=[CH:31][C:30]([N:33]3[CH:37]=[C:36]([CH3:38])[N:35]=[CH:34]3)=[C:29]([O:39][CH3:40])[CH:28]=2)[N:20]=1. Product: [F:11][C:8]([F:9])([F:10])[C:3]1[CH:4]=[CH:5][CH:6]=[CH:7][C:2]=1[O:1][C:19]1[N:24]=[C:23]([O:15][C:12]2[CH:5]=[CH:6][CH:7]=[CH:2][C:3]=2[C:8]([F:11])([F:10])[F:9])[N:22]=[C:21]([NH:26][C:27]2[CH:32]=[CH:31][C:30]([N:33]3[CH:37]=[C:36]([CH3:38])[N:35]=[CH:34]3)=[C:29]([O:39][CH3:40])[CH:28]=2)[N:20]=1. The catalyst class is: 47. (5) The catalyst class is: 1. Reactant: [H-].[Na+].[O:3]1[C:7]2([CH2:12][CH2:11][CH2:10][CH2:9][CH:8]2[CH2:13][OH:14])OCC1.[CH2:15](Br)[CH:16]=[CH2:17]. Product: [CH2:17]([O:14][CH2:13][CH:8]1[CH2:9][CH2:10][CH2:11][CH2:12][C:7]1=[O:3])[CH:16]=[CH2:15]. (6) The catalyst class is: 16. Product: [CH2:11]([NH:10][C:9]1[C:4]([C:3]([OH:2])=[O:19])=[CH:5][N:6]=[C:7]([O:21][CH3:20])[CH:8]=1)[C:12]1[CH:17]=[CH:16][CH:15]=[CH:14][CH:13]=1. Reactant: C[O:2][C:3](=[O:19])[C:4]1[C:9]([NH:10][CH2:11][C:12]2[CH:17]=[CH:16][CH:15]=[CH:14][CH:13]=2)=[CH:8][C:7](Cl)=[N:6][CH:5]=1.[CH3:20][O-:21].[Na+]. (7) Reactant: [Cl:1][C:2]1[CH:7]=[CH:6][CH:5]=[C:4]([F:8])[C:3]=1[CH2:9][CH2:10][CH2:11][OH:12].[Cr](Cl)([O-])(=O)=O.[NH+]1C=CC=CC=1. Product: [Cl:1][C:2]1[CH:7]=[CH:6][CH:5]=[C:4]([F:8])[C:3]=1[CH2:9][CH2:10][CH:11]=[O:12]. The catalyst class is: 4. (8) Reactant: [CH3:1][C:2]1[C:11]([N+:12]([O-:14])=[O:13])=[CH:10][CH:9]=[CH:8][C:3]=1[C:4]([O:6][CH3:7])=[O:5].CO[CH:17](OC)[N:18]([CH3:20])[CH3:19]. Product: [CH3:17][N:18]([CH3:20])/[CH:19]=[CH:1]/[C:2]1[C:11]([N+:12]([O-:14])=[O:13])=[CH:10][CH:9]=[CH:8][C:3]=1[C:4]([O:6][CH3:7])=[O:5]. The catalyst class is: 9.